This data is from NCI-60 drug combinations with 297,098 pairs across 59 cell lines. The task is: Regression. Given two drug SMILES strings and cell line genomic features, predict the synergy score measuring deviation from expected non-interaction effect. (1) Drug 1: C1CCC(CC1)NC(=O)N(CCCl)N=O. Drug 2: C#CCC(CC1=CN=C2C(=N1)C(=NC(=N2)N)N)C3=CC=C(C=C3)C(=O)NC(CCC(=O)O)C(=O)O. Cell line: NCI-H460. Synergy scores: CSS=6.49, Synergy_ZIP=-4.03, Synergy_Bliss=-1.85, Synergy_Loewe=-2.00, Synergy_HSA=-2.46. (2) Drug 1: C1=CN(C(=O)N=C1N)C2C(C(C(O2)CO)O)O.Cl. Drug 2: C1CN(CCN1C(=O)CCBr)C(=O)CCBr. Cell line: RPMI-8226. Synergy scores: CSS=31.3, Synergy_ZIP=-4.96, Synergy_Bliss=2.36, Synergy_Loewe=1.19, Synergy_HSA=1.85. (3) Drug 1: C1CCN(CC1)CCOC2=CC=C(C=C2)C(=O)C3=C(SC4=C3C=CC(=C4)O)C5=CC=C(C=C5)O. Drug 2: CS(=O)(=O)CCNCC1=CC=C(O1)C2=CC3=C(C=C2)N=CN=C3NC4=CC(=C(C=C4)OCC5=CC(=CC=C5)F)Cl. Cell line: HCT-15. Synergy scores: CSS=-1.36, Synergy_ZIP=1.91, Synergy_Bliss=4.62, Synergy_Loewe=-2.39, Synergy_HSA=-1.92. (4) Drug 1: C1=C(C(=O)NC(=O)N1)N(CCCl)CCCl. Drug 2: C1=C(C(=O)NC(=O)N1)F. Cell line: SR. Synergy scores: CSS=78.2, Synergy_ZIP=-1.38, Synergy_Bliss=-3.28, Synergy_Loewe=-1.44, Synergy_HSA=0.598. (5) Drug 1: C1CCN(CC1)CCOC2=CC=C(C=C2)C(=O)C3=C(SC4=C3C=CC(=C4)O)C5=CC=C(C=C5)O. Drug 2: CNC(=O)C1=CC=CC=C1SC2=CC3=C(C=C2)C(=NN3)C=CC4=CC=CC=N4. Cell line: NCI-H322M. Synergy scores: CSS=0.538, Synergy_ZIP=-2.03, Synergy_Bliss=-6.84, Synergy_Loewe=-5.73, Synergy_HSA=-5.72. (6) Drug 1: C1CC(=O)NC(=O)C1N2CC3=C(C2=O)C=CC=C3N. Drug 2: COCCOC1=C(C=C2C(=C1)C(=NC=N2)NC3=CC=CC(=C3)C#C)OCCOC.Cl. Cell line: HCT-15. Synergy scores: CSS=5.84, Synergy_ZIP=0.847, Synergy_Bliss=5.42, Synergy_Loewe=5.53, Synergy_HSA=5.59. (7) Drug 1: CCCS(=O)(=O)NC1=C(C(=C(C=C1)F)C(=O)C2=CNC3=C2C=C(C=N3)C4=CC=C(C=C4)Cl)F. Drug 2: COC1=C(C=C2C(=C1)N=CN=C2NC3=CC(=C(C=C3)F)Cl)OCCCN4CCOCC4. Cell line: A498. Synergy scores: CSS=37.6, Synergy_ZIP=0.301, Synergy_Bliss=6.80, Synergy_Loewe=2.67, Synergy_HSA=7.77.